Task: Regression/Classification. Given a drug SMILES string, predict its absorption, distribution, metabolism, or excretion properties. Task type varies by dataset: regression for continuous measurements (e.g., permeability, clearance, half-life) or binary classification for categorical outcomes (e.g., BBB penetration, CYP inhibition). Dataset: hlm.. Dataset: Human liver microsome stability data The drug is OCCN1CCC(c2[nH]nc(-c3ccc(Cl)cc3)c2-c2ccncc2)CC1. The result is 0 (unstable in human liver microsomes).